Predict the product of the given reaction. From a dataset of Forward reaction prediction with 1.9M reactions from USPTO patents (1976-2016). Given the reactants C=C(O[C:5](=[O:13])[NH:6][CH:7]1[CH2:12][CH2:11][O:10][CH2:9][CH2:8]1)C.C1CCN2[C:17](=[N:18]CCC2)[CH2:16][CH2:15]1.C(N)C#C, predict the reaction product. The product is: [CH2:17]([NH:18][C:5]([NH:6][CH:7]1[CH2:8][CH2:9][O:10][CH2:11][CH2:12]1)=[O:13])[C:16]#[CH:15].